Dataset: Forward reaction prediction with 1.9M reactions from USPTO patents (1976-2016). Task: Predict the product of the given reaction. (1) Given the reactants [C:1]([O:5][C:6]([NH:8][C:9]1[CH:10]=[CH:11][C:12]([C:15](OCC)=[O:16])=[N:13][CH:14]=1)=[O:7])([CH3:4])([CH3:3])[CH3:2].[H-].[H-].[H-].[H-].[Li+].[Al+3].O.[OH-].[Na+], predict the reaction product. The product is: [OH:16][CH2:15][C:12]1[N:13]=[CH:14][C:9]([NH:8][C:6](=[O:7])[O:5][C:1]([CH3:3])([CH3:2])[CH3:4])=[CH:10][CH:11]=1. (2) Given the reactants [Cl:1][C:2]1[CH:3]=[C:4]2[C:9](=[CH:10][CH:11]=1)[N:8]=[C:7]([N:12]([CH2:21][C:22]1[CH:27]=[C:26]([O:28][CH2:29][CH3:30])[CH:25]=[C:24]([O:31][CH:32]([CH3:34])[CH3:33])[C:23]=1[F:35])[C:13]1[CH:20]=[CH:19][C:16]([C:17]#[N:18])=[CH:15][CH:14]=1)[CH:6]=[CH:5]2.BrC1C=CC2C(=C(Cl)C=CC=2)N=1, predict the reaction product. The product is: [Cl:1][C:2]1[CH:11]=[CH:10][CH:9]=[C:4]2[C:3]=1[N:8]=[C:7]([N:12]([CH2:21][C:22]1[CH:27]=[C:26]([O:28][CH2:29][CH3:30])[CH:25]=[C:24]([O:31][CH:32]([CH3:33])[CH3:34])[C:23]=1[F:35])[C:13]1[CH:14]=[CH:15][C:16]([C:17]#[N:18])=[CH:19][CH:20]=1)[CH:6]=[CH:5]2. (3) The product is: [Cl:1][C:2]1[C:10]([CH:11]=[N:12][O:13][CH3:14])=[C:9]([Cl:15])[CH:8]=[CH:7][C:3]=1[C:4]([NH:23][C:21]1[O:22][C:18]([CH2:16][CH3:17])=[N:19][N:20]=1)=[O:6]. Given the reactants [Cl:1][C:2]1[C:10]([CH:11]=[N:12][O:13][CH3:14])=[C:9]([Cl:15])[CH:8]=[CH:7][C:3]=1[C:4]([OH:6])=O.[CH2:16]([C:18]1[O:22][C:21]([NH2:23])=[N:20][N:19]=1)[CH3:17].C(Cl)(=O)C(Cl)=O.OS([O-])(=O)=O.[K+], predict the reaction product. (4) Given the reactants [NH2:1][CH2:2][C:3]1[C:4]([F:26])=[CH:5][C:6]([Cl:25])=[C:7]([C:9]2[NH:10][C:11](=[O:24])[N:12]([C:14]3[CH:19]=[CH:18][C:17]([C:20]([F:23])([F:22])[F:21])=[CH:16][CH:15]=3)[N:13]=2)[CH:8]=1.[CH3:27][CH:28]([CH3:32])[C:29](Cl)=[O:30], predict the reaction product. The product is: [Cl:25][C:6]1[C:7]([C:9]2[NH:10][C:11](=[O:24])[N:12]([C:14]3[CH:15]=[CH:16][C:17]([C:20]([F:22])([F:23])[F:21])=[CH:18][CH:19]=3)[N:13]=2)=[CH:8][C:3]([CH2:2][NH:1][C:29](=[O:30])[CH:28]([CH3:32])[CH3:27])=[C:4]([F:26])[CH:5]=1.